Dataset: Forward reaction prediction with 1.9M reactions from USPTO patents (1976-2016). Task: Predict the product of the given reaction. (1) Given the reactants [F:1][CH:2]([F:25])[C:3]1[CH:8]=[CH:7][C:6]([F:9])=[CH:5][C:4]=1[C@H:10]1[CH2:14][CH2:13][CH2:12][N:11]1[C:15]1[CH:20]=[CH:19][N:18]2[N:21]=[CH:22][C:23]([NH2:24])=[C:17]2[N:16]=1.C1N=CN([C:31]([N:33]2[CH:37]=N[CH:35]=[CH:34]2)=[O:32])C=1.Cl.N1CC([OH:43])C1.CCN(C(C)C)C(C)C, predict the reaction product. The product is: [F:25][CH:2]([F:1])[C:3]1[CH:8]=[CH:7][C:6]([F:9])=[CH:5][C:4]=1[C@H:10]1[CH2:14][CH2:13][CH2:12][N:11]1[C:15]1[CH:20]=[CH:19][N:18]2[N:21]=[CH:22][C:23]([NH:24][C:31]([N:33]3[CH2:34][CH:35]([OH:43])[CH2:37]3)=[O:32])=[C:17]2[N:16]=1. (2) Given the reactants [OH:1][CH2:2][C:3]1([O:7][C:8]2[CH:9]=[C:10]([CH:23]=[C:24]([C:26](=[O:34])[NH:27][C:28]3[CH:32]=[CH:31][N:30]([CH3:33])[N:29]=3)[CH:25]=2)[O:11][C:12]2[CH:13]=[CH:14][C:15]([C:18]([O:20]CC)=[O:19])=[N:16][CH:17]=2)[CH2:6][CH2:5][CH2:4]1.C(O)C.[OH-].[Na+].Cl, predict the reaction product. The product is: [OH:1][CH2:2][C:3]1([O:7][C:8]2[CH:9]=[C:10]([CH:23]=[C:24]([C:26](=[O:34])[NH:27][C:28]3[CH:32]=[CH:31][N:30]([CH3:33])[N:29]=3)[CH:25]=2)[O:11][C:12]2[CH:13]=[CH:14][C:15]([C:18]([OH:20])=[O:19])=[N:16][CH:17]=2)[CH2:4][CH2:5][CH2:6]1. (3) Given the reactants [N+:1]([O-:4])(O)=[O:2].[CH3:5][N:6]1[CH:10]=[CH:9][C:8]([N:11]2[CH2:15][CH2:14][N:13]([C:16]([O:18][C:19]([CH3:22])([CH3:21])[CH3:20])=[O:17])[C:12]2=[O:23])=[N:7]1.[OH-].[Na+], predict the reaction product. The product is: [CH3:5][N:6]1[CH:10]=[C:9]([N+:1]([O-:4])=[O:2])[C:8]([N:11]2[CH2:15][CH2:14][N:13]([C:16]([O:18][C:19]([CH3:21])([CH3:20])[CH3:22])=[O:17])[C:12]2=[O:23])=[N:7]1. (4) Given the reactants C([O:4][CH2:5][CH2:6][CH:7]([CH2:19][C:20]([F:29])([C:25]([F:28])([F:27])[F:26])[C:21]([F:24])([F:23])[F:22])[CH2:8][C:9]([F:18])([C:14]([F:17])([F:16])[F:15])[C:10]([F:13])([F:12])[F:11])(=O)C.[Na].CO.Cl, predict the reaction product. The product is: [F:18][C:9]([C:10]([F:11])([F:12])[F:13])([C:14]([F:15])([F:16])[F:17])[CH2:8][CH:7]([CH2:19][C:20]([F:29])([C:21]([F:23])([F:24])[F:22])[C:25]([F:28])([F:27])[F:26])[CH2:6][CH2:5][OH:4]. (5) Given the reactants C([O:8][C:9]1[CH:14]=[C:13]([CH3:15])[C:12]([C:16]2[CH:21]=[CH:20][C:19]([F:22])=[C:18]([CH2:23][OH:24])[CH:17]=2)=[C:11]([CH3:25])[CH:10]=1)C1C=CC=CC=1, predict the reaction product. The product is: [F:22][C:19]1[CH:20]=[CH:21][C:16]([C:12]2[C:13]([CH3:15])=[CH:14][C:9]([OH:8])=[CH:10][C:11]=2[CH3:25])=[CH:17][C:18]=1[CH2:23][OH:24].